The task is: Predict which catalyst facilitates the given reaction.. This data is from Catalyst prediction with 721,799 reactions and 888 catalyst types from USPTO. (1) Reactant: [C:1]1([C:7]2[CH:12]=[C:11]([CH2:13][S:14]([N:17]3[CH2:22][CH2:21][O:20][CH2:19][CH2:18]3)(=[O:16])=[O:15])[CH:10]=[CH:9][C:8]=2[NH:23][C:24]([C:26]2[N:27](COCC[Si](C)(C)C)[CH:28]=[C:29]([C:31]#[N:32])[N:30]=2)=[O:25])[CH2:6][CH2:5][CH2:4][CH2:3][CH:2]=1.C(O)(C(F)(F)F)=O. Product: [C:1]1([C:7]2[CH:12]=[C:11]([CH2:13][S:14]([N:17]3[CH2:22][CH2:21][O:20][CH2:19][CH2:18]3)(=[O:15])=[O:16])[CH:10]=[CH:9][C:8]=2[NH:23][C:24]([C:26]2[NH:27][CH:28]=[C:29]([C:31]#[N:32])[N:30]=2)=[O:25])[CH2:6][CH2:5][CH2:4][CH2:3][CH:2]=1. The catalyst class is: 497. (2) Reactant: [OH:1][C:2]1[C:11]2[C:6](=[CH:7][CH:8]=[CH:9][CH:10]=2)[C:5]([CH2:15][CH2:16][CH3:17])([CH2:12][CH2:13][CH3:14])[C:4](=[O:18])[C:3]=1[C:19](OCC)=[O:20].[NH2:24][C:25]1[CH:30]=[CH:29][C:28]([O:31][CH2:32][C:33]2[CH:38]=[CH:37][CH:36]=[CH:35][CH:34]=2)=[CH:27][C:26]=1[S:39]([NH2:42])(=[O:41])=[O:40]. Product: [NH2:42][S:39]([C:26]1[CH:27]=[C:28]([O:31][CH2:32][C:33]2[CH:38]=[CH:37][CH:36]=[CH:35][CH:34]=2)[CH:29]=[CH:30][C:25]=1[NH:24][C:19]([C:3]1[C:4](=[O:18])[C:5]([CH2:15][CH2:16][CH3:17])([CH2:12][CH2:13][CH3:14])[C:6]2[C:11](=[CH:10][CH:9]=[CH:8][CH:7]=2)[C:2]=1[OH:1])=[O:20])(=[O:40])=[O:41]. The catalyst class is: 11. (3) Reactant: C[O:2][C:3](=[O:30])[C:4]([NH:7][C:8]([C:10]1[CH:19]=[CH:18][C:17]2[C:12](=[CH:13][CH:14]=[CH:15][CH:16]=2)[C:11]=1[O:20][CH2:21][C:22]1[CH:23]=[N:24][C:25]([O:28][CH3:29])=[CH:26][CH:27]=1)=[O:9])([CH3:6])[CH3:5].[OH-].[Na+].O.Cl. Product: [CH3:29][O:28][C:25]1[N:24]=[CH:23][C:22]([CH2:21][O:20][C:11]2[C:12]3[C:17](=[CH:16][CH:15]=[CH:14][CH:13]=3)[CH:18]=[CH:19][C:10]=2[C:8]([NH:7][C:4]([CH3:6])([CH3:5])[C:3]([OH:30])=[O:2])=[O:9])=[CH:27][CH:26]=1. The catalyst class is: 36.